From a dataset of Full USPTO retrosynthesis dataset with 1.9M reactions from patents (1976-2016). Predict the reactants needed to synthesize the given product. The reactants are: [CH3:1][C:2]1([N:7]2[CH2:12][CH2:11][CH:10]([C:13]3[CH:18]=[CH:17][CH:16]=[CH:15][CH:14]=3)[CH2:9][CH2:8]2)[CH2:6][CH2:5][NH:4][CH2:3]1.[Cl:19][C:20]1[CH:21]=[C:22]([CH:30]=[CH:31][C:32]=1[Cl:33])[C:23]([NH:25][CH2:26][C:27](O)=[O:28])=[O:24].CO.C(O)C. Given the product [Cl:19][C:20]1[CH:21]=[C:22]([CH:30]=[CH:31][C:32]=1[Cl:33])[C:23]([NH:25][CH2:26][C:27]([N:4]1[CH2:5][CH2:6][C:2]([CH3:1])([N:7]2[CH2:12][CH2:11][CH:10]([C:13]3[CH:18]=[CH:17][CH:16]=[CH:15][CH:14]=3)[CH2:9][CH2:8]2)[CH2:3]1)=[O:28])=[O:24].[CH2:3]([NH:4][CH2:5][CH3:6])[CH3:2], predict the reactants needed to synthesize it.